Dataset: Reaction yield outcomes from USPTO patents with 853,638 reactions. Task: Predict the reaction yield, written as a fraction of the theoretical maximum amount of product (1.0 means a 100% yield; for example, 0.34 means a 34% yield). (1) The reactants are [F:1][C:2]1[CH:10]=[CH:9][C:8]([C:11]2[CH:16]=[CH:15][CH:14]=[C:13]([F:17])[CH:12]=2)=[CH:7][C:3]=1[C:4]([OH:6])=O.C(Cl)(=O)C(Cl)=O.[NH2:24][C:25]1[C:26]([CH3:33])=[C:27]([OH:32])[CH:28]=[CH:29][C:30]=1[CH3:31].C([O-])(O)=O.[Na+].Cl. The catalyst is C(Cl)Cl.C1COCC1.CN(C=O)C. The product is [F:1][C:2]1[CH:10]=[CH:9][C:8]([C:11]2[CH:16]=[CH:15][CH:14]=[C:13]([F:17])[CH:12]=2)=[CH:7][C:3]=1[C:4]([NH:24][C:25]1[C:30]([CH3:31])=[CH:29][CH:28]=[C:27]([OH:32])[C:26]=1[CH3:33])=[O:6]. The yield is 0.420. (2) The reactants are [CH3:1][O:2][C:3](=[O:28])[CH:4]([NH:9][C:10](=[O:27])[C:11]1[CH:16]=[CH:15][C:14]([C:17]#[C:18][C:19]2[CH:24]=[CH:23][C:22]([CH2:25][OH:26])=[CH:21][CH:20]=2)=[CH:13][CH:12]=1)[C:5]([NH2:8])([CH3:7])[CH3:6].[C:29](O[C:29]([O:31][C:32]([CH3:35])([CH3:34])[CH3:33])=[O:30])([O:31][C:32]([CH3:35])([CH3:34])[CH3:33])=[O:30].CCOC(C)=O. The catalyst is C1COCC1.C(Cl)Cl. The product is [CH3:1][O:2][C:3](=[O:28])[CH:4]([NH:9][C:10](=[O:27])[C:11]1[CH:16]=[CH:15][C:14]([C:17]#[C:18][C:19]2[CH:24]=[CH:23][C:22]([CH2:25][OH:26])=[CH:21][CH:20]=2)=[CH:13][CH:12]=1)[C:5]([NH:8][C:29]([O:31][C:32]([CH3:35])([CH3:34])[CH3:33])=[O:30])([CH3:7])[CH3:6]. The yield is 0.920. (3) The reactants are [OH:1][C@:2]12[C@@H:9]([CH2:10][OH:11])[O:8][C@@H:7]([N:12]3[CH:20]=[C:18]([CH3:19])[C:16](=[O:17])[NH:15][C:13]3=[O:14])[C@@:6]1([O:21][CH3:22])[O:5][CH2:4][CH2:3]2.[CH3:23][O:24][C:25]1[CH:46]=[CH:45][C:28]([C:29](Cl)([C:38]2[CH:43]=[CH:42][CH:41]=[CH:40][CH:39]=2)[C:30]2[CH:35]=[CH:34][C:33]([O:36][CH3:37])=[CH:32][CH:31]=2)=[CH:27][CH:26]=1.C1(C)C=CC=CC=1.C(=O)([O-])O.[Na+]. The catalyst is N1C=CC=CC=1.ClCCl. The product is [CH3:37][O:36][C:33]1[CH:32]=[CH:31][C:30]([C:29]([O:11][CH2:10][C@H:9]2[O:8][C@@H:7]([N:12]3[CH:20]=[C:18]([CH3:19])[C:16](=[O:17])[NH:15][C:13]3=[O:14])[C@:6]3([O:21][CH3:22])[C@@:2]2([OH:1])[CH2:3][CH2:4][O:5]3)([C:38]2[CH:39]=[CH:40][CH:41]=[CH:42][CH:43]=2)[C:28]2[CH:45]=[CH:46][C:25]([O:24][CH3:23])=[CH:26][CH:27]=2)=[CH:35][CH:34]=1. The yield is 0.928. (4) The reactants are [C:1]([O:7][C:8]([CH3:11])([CH3:10])[CH3:9])(=[O:6])[CH2:2][C:3]([CH3:5])=O.[CH3:12][C:13]1[CH:20]=[C:19]([CH3:21])[CH:18]=[CH:17][C:14]=1[CH:15]=O.[NH4+:22].[OH-:23]. The catalyst is CCO.C(Cl)Cl. The product is [CH3:5][C:3]1[NH:22][C:3]([CH3:5])=[C:2]([C:1]([O:7][C:8]([CH3:11])([CH3:10])[CH3:9])=[O:23])[CH:15]([C:14]2[CH:17]=[CH:18][C:19]([CH3:21])=[CH:20][C:13]=2[CH3:12])[C:2]=1[C:1]([O:7][C:8]([CH3:11])([CH3:10])[CH3:9])=[O:6]. The yield is 0.190.